From a dataset of Reaction yield outcomes from USPTO patents with 853,638 reactions. Predict the reaction yield, written as a fraction of the theoretical maximum amount of product (1.0 means a 100% yield; for example, 0.34 means a 34% yield). (1) The reactants are [OH:1][CH2:2][CH2:3][NH:4][NH2:5].O=[C:7]([CH:13]1[CH2:21][CH2:20][C:19]2[N:18]([C:22]([C:35]3[CH:40]=[CH:39][CH:38]=[CH:37][CH:36]=3)([C:29]3[CH:34]=[CH:33][CH:32]=[CH:31][CH:30]=3)[C:23]3[CH:28]=[CH:27][CH:26]=[CH:25][CH:24]=3)[N:17]=[CH:16][C:15]=2[C:14]1=O)[C:8]([O:10][CH2:11][CH3:12])=[O:9].O=C(C1CCC2C(=CN(C(C3C=CC=CC=3)(C3C=CC=CC=3)C3C=CC=CC=3)N=2)C1=O)C(OCC)=O. The product is [OH:1][CH2:2][CH2:3][N:4]1[C:14]2[C:15]3[CH:16]=[N:17][N:18]([C:22]([C:35]4[CH:40]=[CH:39][CH:38]=[CH:37][CH:36]=4)([C:23]4[CH:24]=[CH:25][CH:26]=[CH:27][CH:28]=4)[C:29]4[CH:34]=[CH:33][CH:32]=[CH:31][CH:30]=4)[C:19]=3[CH2:20][CH2:21][C:13]=2[C:7]([C:8]([O:10][CH2:11][CH3:12])=[O:9])=[N:5]1. The catalyst is CO.C(Cl)Cl.CO. The yield is 0.0600. (2) The reactants are [F:1][C:2]1[CH:3]=[C:4]([C:8]([C:15]2[CH:20]=[CH:19][CH:18]=[C:17]([F:21])[CH:16]=2)=[CH:9][C:10]([O:12][CH2:13][CH3:14])=[O:11])[CH:5]=[CH:6][CH:7]=1. The catalyst is C(O)C.[OH-].[OH-].[Pd+2]. The product is [F:1][C:2]1[CH:3]=[C:4]([CH:8]([C:15]2[CH:20]=[CH:19][CH:18]=[C:17]([F:21])[CH:16]=2)[CH2:9][C:10]([O:12][CH2:13][CH3:14])=[O:11])[CH:5]=[CH:6][CH:7]=1. The yield is 1.00. (3) The reactants are [CH3:1][O:2][CH2:3][CH:4]([NH:6][C:7]([C:9]1[CH:10]=[C:11]([C:18]2[CH:23]=[CH:22][C:21]([CH3:24])=[CH:20][CH:19]=2)[CH:12]=[C:13]([N+:15]([O-])=O)[CH:14]=1)=[O:8])[CH3:5].Cl[Sn]Cl. The catalyst is CO. The product is [CH3:1][O:2][CH2:3][CH:4]([NH:6][C:7]([C:9]1[CH:10]=[C:11]([C:18]2[CH:19]=[CH:20][C:21]([CH3:24])=[CH:22][CH:23]=2)[CH:12]=[C:13]([NH2:15])[CH:14]=1)=[O:8])[CH3:5]. The yield is 0.903. (4) The reactants are Cl[C:2]1[N:10]=[CH:9][C:8]2[NH:7][C:6]3[N:11]=[CH:12][C:13]([C:15]4[CH:20]=[CH:19][C:18]([CH2:21][N:22]5[CH2:27][CH2:26][CH2:25][CH2:24][CH2:23]5)=[CH:17][CH:16]=4)=[CH:14][C:5]=3[C:4]=2[CH:3]=1.[N:28]1[CH:33]=[C:32](B(O)O)[CH:31]=[N:30][CH:29]=1. The catalyst is C(=O)([O-])[O-].[Na+].[Na+].C(#N)C.C(Cl)Cl.CO. The product is [N:28]1[CH:33]=[C:32]([C:2]2[N:10]=[CH:9][C:8]3[NH:7][C:6]4[N:11]=[CH:12][C:13]([C:15]5[CH:16]=[CH:17][C:18]([CH2:21][N:22]6[CH2:23][CH2:24][CH2:25][CH2:26][CH2:27]6)=[CH:19][CH:20]=5)=[CH:14][C:5]=4[C:4]=3[CH:3]=2)[CH:31]=[N:30][CH:29]=1. The yield is 0.230. (5) The reactants are [Cl:1][C:2]1[CH:3]=[C:4]([CH2:9][S:10](Cl)(=[O:12])=[O:11])[CH:5]=[N:6][C:7]=1[Cl:8].[NH2:14][C:15]1[CH:16]=[N:17][CH:18]=[C:19]([Cl:22])[C:20]=1[OH:21]. The catalyst is N1C=CC=CC=1. The product is [Cl:22][C:19]1[C:20]([OH:21])=[C:15]([NH:14][S:10]([CH2:9][C:4]2[CH:5]=[N:6][C:7]([Cl:8])=[C:2]([Cl:1])[CH:3]=2)(=[O:12])=[O:11])[CH:16]=[N:17][CH:18]=1. The yield is 0.240.